From a dataset of NCI-60 drug combinations with 297,098 pairs across 59 cell lines. Regression. Given two drug SMILES strings and cell line genomic features, predict the synergy score measuring deviation from expected non-interaction effect. (1) Drug 1: CC1CCC2CC(C(=CC=CC=CC(CC(C(=O)C(C(C(=CC(C(=O)CC(OC(=O)C3CCCCN3C(=O)C(=O)C1(O2)O)C(C)CC4CCC(C(C4)OC)OCCO)C)C)O)OC)C)C)C)OC. Drug 2: CN1C2=C(C=C(C=C2)N(CCCl)CCCl)N=C1CCCC(=O)O.Cl. Cell line: HS 578T. Synergy scores: CSS=8.55, Synergy_ZIP=-4.19, Synergy_Bliss=-0.405, Synergy_Loewe=-9.35, Synergy_HSA=-0.0835. (2) Drug 1: COC1=CC(=CC(=C1O)OC)C2C3C(COC3=O)C(C4=CC5=C(C=C24)OCO5)OC6C(C(C7C(O6)COC(O7)C8=CC=CS8)O)O. Drug 2: CC=C1C(=O)NC(C(=O)OC2CC(=O)NC(C(=O)NC(CSSCCC=C2)C(=O)N1)C(C)C)C(C)C. Cell line: COLO 205. Synergy scores: CSS=74.7, Synergy_ZIP=-0.461, Synergy_Bliss=-2.35, Synergy_Loewe=-2.75, Synergy_HSA=-1.76. (3) Drug 1: CNC(=O)C1=CC=CC=C1SC2=CC3=C(C=C2)C(=NN3)C=CC4=CC=CC=N4. Drug 2: CCC1(CC2CC(C3=C(CCN(C2)C1)C4=CC=CC=C4N3)(C5=C(C=C6C(=C5)C78CCN9C7C(C=CC9)(C(C(C8N6C=O)(C(=O)OC)O)OC(=O)C)CC)OC)C(=O)OC)O.OS(=O)(=O)O. Cell line: K-562. Synergy scores: CSS=71.9, Synergy_ZIP=0.346, Synergy_Bliss=-0.333, Synergy_Loewe=-1.97, Synergy_HSA=1.95. (4) Drug 1: C1CCC(C1)C(CC#N)N2C=C(C=N2)C3=C4C=CNC4=NC=N3. Drug 2: C1CC(C1)(C(=O)O)C(=O)O.[NH2-].[NH2-].[Pt+2]. Cell line: M14. Synergy scores: CSS=10.1, Synergy_ZIP=-1.57, Synergy_Bliss=2.91, Synergy_Loewe=-7.15, Synergy_HSA=-5.15. (5) Synergy scores: CSS=32.2, Synergy_ZIP=6.06, Synergy_Bliss=7.57, Synergy_Loewe=-9.43, Synergy_HSA=9.11. Cell line: RPMI-8226. Drug 2: C(CCl)NC(=O)N(CCCl)N=O. Drug 1: CC1CCC2CC(C(=CC=CC=CC(CC(C(=O)C(C(C(=CC(C(=O)CC(OC(=O)C3CCCCN3C(=O)C(=O)C1(O2)O)C(C)CC4CCC(C(C4)OC)OCCO)C)C)O)OC)C)C)C)OC. (6) Drug 1: CC1=C(C=C(C=C1)NC2=NC=CC(=N2)N(C)C3=CC4=NN(C(=C4C=C3)C)C)S(=O)(=O)N.Cl. Drug 2: B(C(CC(C)C)NC(=O)C(CC1=CC=CC=C1)NC(=O)C2=NC=CN=C2)(O)O. Cell line: EKVX. Synergy scores: CSS=5.76, Synergy_ZIP=0.948, Synergy_Bliss=2.96, Synergy_Loewe=4.24, Synergy_HSA=2.36.